This data is from Reaction yield outcomes from USPTO patents with 853,638 reactions. The task is: Predict the reaction yield, written as a fraction of the theoretical maximum amount of product (1.0 means a 100% yield; for example, 0.34 means a 34% yield). (1) The reactants are [C:1]1([CH2:7][NH:8][S:9]([C:12]2[CH:17]=[CH:16][CH:15]=[C:14](B3OC(C)(C)C(C)(C)O3)[CH:13]=2)(=[O:11])=[O:10])[CH:6]=[CH:5][CH:4]=[CH:3][CH:2]=1.[NH2:27][C:28]1[C:29]([C:35]([NH:37][CH3:38])=[O:36])=[N:30][C:31](Br)=[CH:32][N:33]=1. No catalyst specified. The product is [NH2:27][C:28]1[C:29]([C:35]([NH:37][CH3:38])=[O:36])=[N:30][C:31]([C:14]2[CH:15]=[CH:16][CH:17]=[C:12]([S:9]([NH:8][CH2:7][C:1]3[CH:2]=[CH:3][CH:4]=[CH:5][CH:6]=3)(=[O:10])=[O:11])[CH:13]=2)=[CH:32][N:33]=1. The yield is 0.200. (2) The reactants are [I:1][C:2]1[C:3]([NH:9][CH2:10][CH2:11][CH2:12][CH2:13][S:14]([C:27]2[CH:32]=[CH:31][CH:30]=[C:29]([N+:33]([O-])=O)[CH:28]=2)(=[N:16][C:17]([O:19][CH2:20][C:21]2[CH:26]=[CH:25][CH:24]=[CH:23][CH:22]=2)=[O:18])=[O:15])=[N:4][C:5]([Cl:8])=[N:6][CH:7]=1.Cl. The catalyst is [Cl-].[Ti+3].[Cl-].[Cl-].[Ti+3].[OH-].[Na+]. The product is [NH2:33][C:29]1[CH:28]=[C:27]([S:14]([CH2:13][CH2:12][CH2:11][CH2:10][NH:9][C:3]2[C:2]([I:1])=[CH:7][N:6]=[C:5]([Cl:8])[N:4]=2)(=[N:16][C:17]([O:19][CH2:20][C:21]2[CH:22]=[CH:23][CH:24]=[CH:25][CH:26]=2)=[O:18])=[O:15])[CH:32]=[CH:31][CH:30]=1. The yield is 0.600. (3) The reactants are [O:1]1[C@@H:6]2[CH2:7][NH:8][CH2:9][C@H:5]2[O:4][CH2:3][CH2:2]1.C([O-])([O-])=O.[K+].[K+].[Cl:16][C:17]1[CH:18]=[C:19]([NH:24][C:25]2[C:34]3[C:29](=[CH:30][C:31]([O:40][CH3:41])=[C:32]([O:35][CH2:36][CH2:37][CH2:38]Cl)[CH:33]=3)[N:28]=[CH:27][N:26]=2)[CH:20]=[CH:21][C:22]=1[F:23]. The catalyst is [I-].C([N+](CCCC)(CCCC)CCCC)CCC.CN(C=O)C. The product is [Cl:16][C:17]1[CH:18]=[C:19]([NH:24][C:25]2[C:34]3[C:29](=[CH:30][C:31]([O:40][CH3:41])=[C:32]([O:35][CH2:36][CH2:37][CH2:38][N:8]4[CH2:7][C@@H:6]5[O:1][CH2:2][CH2:3][O:4][C@H:5]5[CH2:9]4)[CH:33]=3)[N:28]=[CH:27][N:26]=2)[CH:20]=[CH:21][C:22]=1[F:23]. The yield is 0.245. (4) The reactants are [F:1][C:2]1[CH:3]=[N:4][C:5]2[CH:6]=[CH:7][C:8](=[O:30])[N:9]3[CH2:13][C:12]([CH2:15][N:16]4[CH2:21][CH2:20][CH:19]([NH:22][C:23](=[O:29])[O:24][C:25]([CH3:28])([CH3:27])[CH3:26])[CH2:18][CH2:17]4)(O)[C:11]=1[C:10]=23.C(N(S(F)(F)[F:37])CC)C.C(=O)(O)[O-].[Na+]. The catalyst is ClCCl. The product is [F:1][C:2]1[CH:3]=[N:4][C:5]2[CH:6]=[CH:7][C:8](=[O:30])[N:9]3[CH2:13][C:12]([CH2:15][N:16]4[CH2:21][CH2:20][CH:19]([NH:22][C:23](=[O:29])[O:24][C:25]([CH3:28])([CH3:27])[CH3:26])[CH2:18][CH2:17]4)([F:37])[C:11]=1[C:10]=23. The yield is 0.330. (5) The reactants are Cl[C:2]1[CH:7]=[C:6]([C:8]([NH:10][C:11]2[CH:16]=[C:15]([NH:17][C:18]([C:20]3[CH:25]=[CH:24][N:23]=[C:22]([N:26]4[CH2:31][CH2:30][O:29][CH2:28][CH2:27]4)[CH:21]=3)=[O:19])[CH:14]=[CH:13][C:12]=2[Cl:32])=[O:9])[CH:5]=[CH:4][N:3]=1.[CH3:33][N:34]([CH3:40])[CH2:35][CH2:36][CH2:37][NH:38][CH3:39]. No catalyst specified. The product is [Cl:32][C:12]1[CH:13]=[CH:14][C:15]([NH:17][C:18]([C:20]2[CH:25]=[CH:24][N:23]=[C:22]([N:26]3[CH2:27][CH2:28][O:29][CH2:30][CH2:31]3)[CH:21]=2)=[O:19])=[CH:16][C:11]=1[NH:10][C:8]([C:6]1[CH:5]=[CH:4][N:3]=[C:2]([N:38]([CH2:37][CH2:36][CH2:35][N:34]([CH3:40])[CH3:33])[CH3:39])[CH:7]=1)=[O:9]. The yield is 0.460. (6) The reactants are Br[C:2]1[CH:3]=[C:4]([CH:10]=[CH:11][C:12]=1[F:13])[C:5]([O:7][CH2:8][CH3:9])=[O:6].[CH3:14][CH2:15]CC[Sn](C=C)(CCCC)CCCC.[F-].[K+]. The catalyst is O1CCOCC1.C1C=CC(P(C2C=CC=CC=2)C2C=CC=CC=2)=CC=1.C1C=CC(P(C2C=CC=CC=2)C2C=CC=CC=2)=CC=1.Cl[Pd]Cl. The product is [F:13][C:12]1[CH:11]=[CH:10][C:4]([C:5]([O:7][CH2:8][CH3:9])=[O:6])=[CH:3][C:2]=1[CH:14]=[CH2:15]. The yield is 0.870. (7) The reactants are [CH3:1][O:2][C:3]1[CH:8]=[C:7](B2OC(C)(C)C(C)(C)O2)[CH:6]=[CH:5][N:4]=1.Cl[C:19]1[CH:20]=[N:21][C:22]([C:25]([F:28])([F:27])[F:26])=[N:23][CH:24]=1. No catalyst specified. The product is [CH3:1][O:2][C:3]1[CH:8]=[C:7]([C:19]2[CH:20]=[N:21][C:22]([C:25]([F:28])([F:27])[F:26])=[N:23][CH:24]=2)[CH:6]=[CH:5][N:4]=1. The yield is 0.460.